Task: Predict which catalyst facilitates the given reaction.. Dataset: Catalyst prediction with 721,799 reactions and 888 catalyst types from USPTO The catalyst class is: 34. Product: [Br:1][C:2]1[C:3]([F:12])=[C:4]2[C:10]([NH:11][C:19]([C:17]3[N:18]=[C:14]([CH3:13])[O:15][CH:16]=3)=[O:20])=[CH:9][NH:8][C:5]2=[N:6][CH:7]=1. Reactant: [Br:1][C:2]1[C:3]([F:12])=[C:4]2[C:10]([NH2:11])=[CH:9][NH:8][C:5]2=[N:6][CH:7]=1.[CH3:13][C:14]1[O:15][CH:16]=[C:17]([C:19](O)=[O:20])[N:18]=1.C(N(CC)CC)C.C1N(P(Cl)(N2C(=O)OCC2)=O)C(=O)OC1.[Li+].[OH-].